This data is from Forward reaction prediction with 1.9M reactions from USPTO patents (1976-2016). The task is: Predict the product of the given reaction. Given the reactants CC(C)([O-])C.[K+].[C:7]([C:11]1[CH:16]=[CH:15][CH:14]=[CH:13][C:12]=1[OH:17])([CH3:10])([CH3:9])[CH3:8].[CH2:18]([O:20][C:21](=[O:26])[CH:22]=[C:23](Cl)[CH3:24])[CH3:19], predict the reaction product. The product is: [CH2:18]([O:20][C:21](=[O:26])/[CH:22]=[C:23](/[O:17][C:12]1[CH:13]=[CH:14][CH:15]=[CH:16][C:11]=1[C:7]([CH3:10])([CH3:8])[CH3:9])\[CH3:24])[CH3:19].